This data is from Forward reaction prediction with 1.9M reactions from USPTO patents (1976-2016). The task is: Predict the product of the given reaction. (1) Given the reactants [F:1][C:2]([C:5]1[O:9][C:8]([CH2:10][N:11]2[CH:15]=[CH:14][C:13]([NH2:16])=[N:12]2)=[CH:7][CH:6]=1)([F:4])[CH3:3].[CH3:17][O:18][C:19]1[CH:20]=[C:21]([C:25]2[O:29][C:28]([CH3:30])=[N:27][C:26]=2[C:31](O)=[O:32])[CH:22]=[CH:23][CH:24]=1, predict the reaction product. The product is: [F:4][C:2]([C:5]1[O:9][C:8]([CH2:10][N:11]2[CH:15]=[CH:14][C:13]([NH:16][C:31]([C:26]3[N:27]=[C:28]([CH3:30])[O:29][C:25]=3[C:21]3[CH:22]=[CH:23][CH:24]=[C:19]([O:18][CH3:17])[CH:20]=3)=[O:32])=[N:12]2)=[CH:7][CH:6]=1)([F:1])[CH3:3]. (2) Given the reactants C(OC([N:8]1[C:16]2[C:11](=[CH:12][CH:13]=[C:14]([Cl:17])[CH:15]=2)/[C:10](=[CH:18]/[C:19]2[CH:24]=[C:23]([Cl:25])[CH:22]=[CH:21][C:20]=2[O:26][CH2:27][C:28]#[N:29])/[C:9]1=[O:30])=O)(C)(C)C.[F:31][C:32]1[CH:33]=[CH:34][C:35]([CH3:47])=[C:36]([CH:38]=[N:39][C:40]([O:42][Si](C)(C)C)=[CH2:41])[CH:37]=1, predict the reaction product. The product is: [Cl:17][C:14]1[CH:15]=[C:16]2[NH:8][C:9](=[O:30])[C:10]3([CH:18]([C:19]4[CH:24]=[C:23]([Cl:25])[CH:22]=[CH:21][C:20]=4[O:26][CH2:27][C:28]#[N:29])[CH2:41][C:40](=[O:42])[NH:39][CH:38]3[C:36]3[CH:37]=[C:32]([F:31])[CH:33]=[CH:34][C:35]=3[CH3:47])[C:11]2=[CH:12][CH:13]=1. (3) Given the reactants C(=O)([O-])[O-].[K+].[K+].I[CH2:8][CH3:9].[CH3:10][S:11][C:12]1[CH:13]=[CH:14][C:15]([OH:21])=[C:16]([CH:20]=1)[C:17]([OH:19])=[O:18].[CH3:22][C:23](=O)CC, predict the reaction product. The product is: [CH3:10][S:11][C:12]1[CH:13]=[CH:14][C:15]([O:21][CH2:8][CH3:9])=[C:16]([CH:20]=1)[C:17]([O:19][CH2:22][CH3:23])=[O:18]. (4) Given the reactants [CH2:1]([O:3][C:4](=[O:27])[CH2:5][C:6]1[CH:11]=[CH:10][C:9]([O:12][CH3:13])=[C:8]([O:14][C:15]2[CH:20]=[CH:19][C:18]([C:21]([F:24])([F:23])[F:22])=[CH:17][C:16]=2[CH:25]=O)[CH:7]=1)[CH3:2].[CH2:28]([NH2:30])[CH3:29], predict the reaction product. The product is: [CH2:1]([O:3][C:4](=[O:27])[CH2:5][C:6]1[CH:11]=[CH:10][C:9]([O:12][CH3:13])=[C:8]([O:14][C:15]2[CH:20]=[CH:19][C:18]([C:21]([F:22])([F:23])[F:24])=[CH:17][C:16]=2[CH2:25][NH:30][CH2:28][CH3:29])[CH:7]=1)[CH3:2]. (5) Given the reactants [CH3:1][O:2][C:3]1[CH:4]=[C:5]2[C:10](=[CH:11][C:12]=1[O:13][CH3:14])[NH:9][C:8](=[O:15])[C:7]([C:16]([NH:18][C:19]1[CH:20]=[C:21]([CH:25]=[CH:26][C:27]=1[CH3:28])[C:22](O)=[O:23])=[O:17])=[CH:6]2.CN(C=O)C.CN(C(ON1N=NC2C=CC=NC1=2)=[N+](C)C)C.F[P-](F)(F)(F)(F)F.[NH2:58][C@H:59]([C:62]1[CH:67]=[CH:66][CH:65]=[CH:64][CH:63]=1)[CH2:60][OH:61], predict the reaction product. The product is: [OH:61][CH2:60][C@H:59]([NH:58][C:22]([C:21]1[CH:25]=[CH:26][C:27]([CH3:28])=[C:19]([NH:18][C:16]([C:7]2[C:8](=[O:15])[NH:9][C:10]3[C:5]([CH:6]=2)=[CH:4][C:3]([O:2][CH3:1])=[C:12]([O:13][CH3:14])[CH:11]=3)=[O:17])[CH:20]=1)=[O:23])[C:62]1[CH:67]=[CH:66][CH:65]=[CH:64][CH:63]=1. (6) Given the reactants [CH3:1][CH:2]1[C:7](=O)[CH2:6][CH2:5][CH2:4][C:3]1=[O:9].[N:10]1[C:19]2[C:14](=[CH:15][C:16]([NH2:20])=[CH:17][CH:18]=2)[CH:13]=[N:12][CH:11]=1, predict the reaction product. The product is: [CH3:1][C:2]1[C:3](=[O:9])[CH2:4][CH2:5][CH2:6][C:7]=1[NH:20][C:16]1[CH:15]=[C:14]2[C:19](=[CH:18][CH:17]=1)[N:10]=[CH:11][N:12]=[CH:13]2. (7) Given the reactants [Li]CCCC.[CH3:6][C:7]1[N:8]=[CH:9][N:10]([C:12]([C:25]2[CH:30]=[CH:29][CH:28]=[CH:27][CH:26]=2)([C:19]2[CH:24]=[CH:23][CH:22]=[CH:21][CH:20]=2)[C:13]2[CH:18]=[CH:17][CH:16]=[CH:15][CH:14]=2)[CH:11]=1.CN([CH:34]=[O:35])C.Cl.C([O-])(O)=O.[Na+], predict the reaction product. The product is: [CH3:6][C:7]1[N:8]=[C:9]([CH:34]=[O:35])[N:10]([C:12]([C:13]2[CH:18]=[CH:17][CH:16]=[CH:15][CH:14]=2)([C:19]2[CH:20]=[CH:21][CH:22]=[CH:23][CH:24]=2)[C:25]2[CH:30]=[CH:29][CH:28]=[CH:27][CH:26]=2)[CH:11]=1. (8) The product is: [CH2:17]([N:24]1[CH2:25][CH2:26][N:27]([CH2:30][CH2:31][CH2:32][CH2:33][NH:34][C:14]([CH:8]2[CH2:13][CH2:12][CH2:11][CH2:10][CH2:9]2)=[O:15])[CH2:28][CH2:29]1)[C:18]1[CH:19]=[CH:20][CH:21]=[CH:22][CH:23]=1. Given the reactants C(N(CC)CC)C.[CH:8]1([C:14](Cl)=[O:15])[CH2:13][CH2:12][CH2:11][CH2:10][CH2:9]1.[CH2:17]([N:24]1[CH2:29][CH2:28][N:27]([CH2:30][CH2:31][CH2:32][CH2:33][NH2:34])[CH2:26][CH2:25]1)[C:18]1[CH:23]=[CH:22][CH:21]=[CH:20][CH:19]=1, predict the reaction product. (9) Given the reactants [C:1]([C:3]1[N:4]=[CH:5][NH:6][C:7]=1[C:8]#[N:9])#[N:2].C(=O)([O-])[O-].[K+].[K+].[CH2:16](Cl)[C:17]1[CH:22]=[CH:21][CH:20]=[CH:19][CH:18]=1, predict the reaction product. The product is: [CH2:16]([N:4]1[C:3]([C:1]#[N:2])=[C:7]([C:8]#[N:9])[N:6]=[CH:5]1)[C:17]1[CH:22]=[CH:21][CH:20]=[CH:19][CH:18]=1. (10) Given the reactants Br[C:2]1[CH:3]=[CH:4][C:5]([CH3:21])=[C:6]([C:8]2[C:13]([O:14][C@H:15]([CH2:17][CH:18]=[CH2:19])[CH3:16])=[CH:12][CH:11]=[CH:10][C:9]=2[Cl:20])[CH:7]=1.[CH3:22][C:23]1([CH3:39])[C:27]([CH3:29])([CH3:28])[O:26][B:25]([B:25]2[O:26][C:27]([CH3:29])([CH3:28])[C:23]([CH3:39])([CH3:22])[O:24]2)[O:24]1.C([O-])(=O)C.[K+].C(Cl)Cl, predict the reaction product. The product is: [Cl:20][C:9]1[CH:10]=[CH:11][CH:12]=[C:13]([O:14][C@H:15]([CH2:17][CH:18]=[CH2:19])[CH3:16])[C:8]=1[C:6]1[C:5]([CH3:21])=[CH:4][CH:3]=[C:2]([B:25]2[O:26][C:27]([CH3:29])([CH3:28])[C:23]([CH3:39])([CH3:22])[O:24]2)[CH:7]=1.